The task is: Predict the reaction yield, written as a fraction of the theoretical maximum amount of product (1.0 means a 100% yield; for example, 0.34 means a 34% yield).. This data is from Reaction yield outcomes from USPTO patents with 853,638 reactions. (1) The reactants are [OH:1][C:2]1[CH:12]=[CH:11][C:5]2[O:6][CH2:7][C:8](=[O:10])[NH:9][C:4]=2[CH:3]=1.C([N:20]1[CH2:25][CH2:24][CH:23](O)[CH2:22][CH2:21]1)(OC(C)(C)C)=O.C1(P(C2C=CC=CC=2)C2C=CC=CC=2)C=CC=CC=1.CC(OC(/N=N/C(OC(C)C)=O)=O)C.[ClH:60]. The catalyst is C1COCC1.C(O)(C)C. The product is [ClH:60].[NH:20]1[CH2:25][CH2:24][CH:23]([O:1][C:2]2[CH:12]=[CH:11][C:5]3[O:6][CH2:7][C:8](=[O:10])[NH:9][C:4]=3[CH:3]=2)[CH2:22][CH2:21]1. The yield is 0.650. (2) The reactants are C([O:8][C:9](=[O:21])[NH:10][C:11]1C=CC2OCC[O:18][C:13]=2[CH:12]=1)C1C=CC=CC=1.[Li][CH2:23]CCC.[C:27]([O:32][CH2:33][C@@H:34]1[O:36][CH2:35]1)(=O)[CH2:28][CH2:29][CH3:30].C([O-])([O-])=O.[Cs+].[Cs+]. The catalyst is C1COCC1.CC(=O)OCC. The product is [O:32]1[C:27]2[CH:28]=[CH:29][C:30]([N:10]3[CH2:11][C@H:12]([CH2:13][OH:18])[O:8][C:9]3=[O:21])=[CH:23][C:35]=2[O:36][CH2:34][CH2:33]1. The yield is 0.410. (3) The reactants are [Cl:1][C:2]1[CH:7]=[C:6]([CH:8]2[CH2:10][CH2:9]2)[CH:5]=[C:4]([CH3:11])[C:3]=1[N:12]=[C:13]=[S:14].Cl.[NH2:16][NH:17][C:18](N)=[NH:19].C(N(C(C)C)CC)(C)C. The catalyst is CN(C)C=O. The product is [NH2:19][C:18]1[N:12]([C:3]2[C:4]([CH3:11])=[CH:5][C:6]([CH:8]3[CH2:9][CH2:10]3)=[CH:7][C:2]=2[Cl:1])[C:13]([SH:14])=[N:16][N:17]=1. The yield is 0.660. (4) The reactants are [CH2:1]([C:5]1[N:9]([C:10]2[CH:15]=[CH:14][CH:13]=[CH:12][CH:11]=2)[N:8]=[C:7]([C:16](OCC)=[O:17])[CH:6]=1)[CH:2]([CH3:4])[CH3:3].[H-].C([Al+]CC(C)C)C(C)C.Cl. The catalyst is ClCCl. The product is [CH2:1]([C:5]1[N:9]([C:10]2[CH:15]=[CH:14][CH:13]=[CH:12][CH:11]=2)[N:8]=[C:7]([CH:16]=[O:17])[CH:6]=1)[CH:2]([CH3:4])[CH3:3]. The yield is 0.710. (5) The reactants are [Br:1][C:2]1[CH:3]=[N+:4]([O-])[CH:5]=[C:6]([O:8][CH2:9][CH3:10])[CH:7]=1.O=P(Cl)(Cl)[Cl:14]. The catalyst is C(Cl)Cl. The product is [Br:1][C:2]1[CH:7]=[C:6]([O:8][CH2:9][CH3:10])[C:5]([Cl:14])=[N:4][CH:3]=1. The yield is 0.332. (6) The reactants are [C:1]([C:4]1[CH:11]=[CH:10][C:7]([C:8]#[N:9])=[CH:6][CH:5]=1)(=[O:3])[CH3:2].C[Si]([N-][Si](C)(C)C)(C)C.[Na+].[C:22](OC(C)(C)C)(=[O:30])[C:23]([O:25][C:26]([CH3:29])([CH3:28])[CH3:27])=[O:24].[Cl-].[NH4+]. The catalyst is O1CCCC1. The product is [C:26]([O:25][C:23](=[O:24])[C:22](=[O:30])/[CH:2]=[C:1](/[C:4]1[CH:11]=[CH:10][C:7]([C:8]#[N:9])=[CH:6][CH:5]=1)\[OH:3])([CH3:29])([CH3:28])[CH3:27]. The yield is 0.290. (7) The reactants are [F:1][C:2]([F:11])([F:10])[C:3]1[CH:8]=[CH:7][CH:6]=[C:5](I)[CH:4]=1.[CH2:12]([OH:15])[C:13]#[CH:14].C(N(CC)CC)C. The catalyst is C1COCC1.CC(OC)(C)C.Cl[Pd](Cl)([P](C1C=CC=CC=1)(C1C=CC=CC=1)C1C=CC=CC=1)[P](C1C=CC=CC=1)(C1C=CC=CC=1)C1C=CC=CC=1.[Cu]I. The product is [F:1][C:2]([F:11])([F:10])[C:3]1[CH:4]=[C:5]([C:14]#[C:13][CH2:12][OH:15])[CH:6]=[CH:7][CH:8]=1. The yield is 0.950.